The task is: Predict the product of the given reaction.. This data is from Forward reaction prediction with 1.9M reactions from USPTO patents (1976-2016). (1) Given the reactants [Cl:1][C:2]1[CH:10]=[CH:9][CH:8]=[CH:7][C:3]=1[C:4](Cl)=[O:5].[CH3:11][C:12]1[CH:17]=[CH:16][C:15]([S:18]([NH:21][NH2:22])(=[O:20])=[O:19])=[CH:14][CH:13]=1, predict the reaction product. The product is: [Cl:1][C:2]1[CH:10]=[CH:9][CH:8]=[CH:7][C:3]=1[C:4]([NH:22][NH:21][S:18]([C:15]1[CH:16]=[CH:17][C:12]([CH3:11])=[CH:13][CH:14]=1)(=[O:19])=[O:20])=[O:5]. (2) Given the reactants [OH:1][C:2]1[CH:7]=[C:6]([C:8]#[N:9])[CH:5]=[CH:4][N:3]=1.C([O-])([O-])=O.[K+].[K+].[Na+].[I-].[Cl:18][C:19]1[CH:20]=[CH:21][C:22]2[S:26][C:25]([CH2:27]Cl)=[N:24][C:23]=2[CH:29]=1, predict the reaction product. The product is: [Cl:18][C:19]1[CH:20]=[CH:21][C:22]2[S:26][C:25]([CH2:27][O:1][C:2]3[CH:7]=[C:6]([CH:5]=[CH:4][N:3]=3)[C:8]#[N:9])=[N:24][C:23]=2[CH:29]=1.